The task is: Predict which catalyst facilitates the given reaction.. This data is from Catalyst prediction with 721,799 reactions and 888 catalyst types from USPTO. Reactant: C(OC([N:8]1[CH2:13][CH2:12][C:11]2[NH:14][N:15]=[C:16]([C:17]([F:20])([F:19])[F:18])[C:10]=2[CH2:9]1)=O)(C)(C)C.I[C:22]1[CH:27]=[CH:26][C:25]([CH2:28][N:29]2[CH2:33][CH2:32][CH2:31][C:30]2=[O:34])=[CH:24][CH:23]=1.C(=O)([O-])[O-].[K+].[K+].CN(C)CC(O)=O. Product: [F:20][C:17]([F:18])([F:19])[C:16]1[C:10]2[CH2:9][NH:8][CH2:13][CH2:12][C:11]=2[N:14]([C:22]2[CH:27]=[CH:26][C:25]([CH2:28][N:29]3[CH2:33][CH2:32][CH2:31][C:30]3=[O:34])=[CH:24][CH:23]=2)[N:15]=1. The catalyst class is: 419.